This data is from Full USPTO retrosynthesis dataset with 1.9M reactions from patents (1976-2016). The task is: Predict the reactants needed to synthesize the given product. (1) The reactants are: [CH2:1]([O:8][C:9](=[O:35])[CH2:10][CH2:11][C@H:12]([NH:27][C:28]([O:30][C:31]([CH3:34])([CH3:33])[CH3:32])=[O:29])[C:13](=[O:26])[NH:14][CH2:15][C:16]1[CH:21]=[CH:20][C:19]([C:22](=[NH:25])[NH:23][OH:24])=[CH:18][CH:17]=1)[C:2]1[CH:7]=[CH:6][CH:5]=[CH:4][CH:3]=1.[C:36](OC(=O)C)(=[O:38])[CH3:37]. Given the product [CH2:1]([O:8][C:9](=[O:35])[CH2:10][CH2:11][C@H:12]([NH:27][C:28]([O:30][C:31]([CH3:32])([CH3:34])[CH3:33])=[O:29])[C:13](=[O:26])[NH:14][CH2:15][C:16]1[CH:21]=[CH:20][C:19]([C:22](=[NH:25])[N:23]([OH:24])[C:36](=[O:38])[CH3:37])=[CH:18][CH:17]=1)[C:2]1[CH:3]=[CH:4][CH:5]=[CH:6][CH:7]=1, predict the reactants needed to synthesize it. (2) Given the product [Br:9][C:5]1[N:6]=[C:7]([NH:13][CH:10]2[CH2:12][CH2:11]2)[C:2]([NH2:1])=[N:3][CH:4]=1, predict the reactants needed to synthesize it. The reactants are: [NH2:1][C:2]1[C:7](Br)=[N:6][C:5]([Br:9])=[CH:4][N:3]=1.[CH:10]1([NH2:13])[CH2:12][CH2:11]1. (3) Given the product [CH3:15][N:16]([CH3:17])[C:2]1[N:10]=[C:9]([C:11]([F:14])([F:13])[F:12])[CH:8]=[CH:7][C:3]=1[C:4]([OH:6])=[O:5], predict the reactants needed to synthesize it. The reactants are: Cl[C:2]1[N:10]=[C:9]([C:11]([F:14])([F:13])[F:12])[CH:8]=[CH:7][C:3]=1[C:4]([OH:6])=[O:5].[CH3:15][NH:16][CH3:17].C1COCC1. (4) Given the product [F:1][C:2]1[C:7]([F:8])=[C:6]([O:9][CH3:10])[C:5]([F:11])=[C:4]([F:12])[C:3]=1[NH2:13], predict the reactants needed to synthesize it. The reactants are: [F:1][C:2]1[C:7]([F:8])=[C:6]([O:9][CH3:10])[C:5]([F:11])=[C:4]([F:12])[C:3]=1[N+:13]([O-])=O.[Sn].Cl.[OH-].[Na+].